Dataset: Full USPTO retrosynthesis dataset with 1.9M reactions from patents (1976-2016). Task: Predict the reactants needed to synthesize the given product. (1) Given the product [O:31]1[C:30]2[CH:34]=[CH:35][C:27]([NH:24][C:25]([N:21]3[CH2:22][CH2:23][N:18]([C:4]4[C:3]([C:1]#[N:2])=[CH:13][C:7]([C:8]([O:10][CH2:11][CH3:12])=[O:9])=[C:6]([C:14]([F:15])([F:17])[F:16])[N:5]=4)[CH2:19][CH2:20]3)=[O:26])=[CH:28][C:29]=2[O:33][CH2:32]1, predict the reactants needed to synthesize it. The reactants are: [C:1]([C:3]1[C:4]([N:18]2[CH2:23][CH2:22][NH:21][CH2:20][CH2:19]2)=[N:5][C:6]([C:14]([F:17])([F:16])[F:15])=[C:7]([CH:13]=1)[C:8]([O:10][CH2:11][CH3:12])=[O:9])#[N:2].[N:24]([C:27]1[CH:35]=[CH:34][C:30]2[O:31][CH2:32][O:33][C:29]=2[CH:28]=1)=[C:25]=[O:26]. (2) Given the product [CH2:2]([O:9][C:10]([C@H:11]1[CH2:15][CH2:14][CH2:13][N:12]1[C:26]([C@H:17]1[CH2:18][CH2:19][C@@H:20]([C:23]([N:12]2[CH2:13][CH2:14][CH2:15][C@@H:11]2[C:10]([O:9][CH2:2][C:3]2[CH:8]=[CH:7][CH:6]=[CH:5][CH:4]=2)=[O:16])=[O:25])[CH2:21][CH2:22]1)=[O:28])=[O:16])[C:3]1[CH:4]=[CH:5][CH:6]=[CH:7][CH:8]=1, predict the reactants needed to synthesize it. The reactants are: Cl.[CH2:2]([O:9][C:10](=[O:16])[C@H:11]1[CH2:15][CH2:14][CH2:13][NH:12]1)[C:3]1[CH:8]=[CH:7][CH:6]=[CH:5][CH:4]=1.[C@H:17]1([C:26]([OH:28])=O)[CH2:22][CH2:21][C@@H:20]([C:23]([OH:25])=O)[CH2:19][CH2:18]1. (3) Given the product [Cl:17][C:14]1[CH:15]=[CH:16][C:11]([C:9]2[C:8]([O:18][CH2:19][C:20]([F:23])([F:22])[F:21])=[CH:7][N:6]=[C:5]([C:3]([OH:4])=[O:2])[N:10]=2)=[CH:12][CH:13]=1, predict the reactants needed to synthesize it. The reactants are: C[O:2][C:3]([C:5]1[N:10]=[C:9]([C:11]2[CH:16]=[CH:15][C:14]([Cl:17])=[CH:13][CH:12]=2)[C:8]([O:18][CH2:19][C:20]([F:23])([F:22])[F:21])=[CH:7][N:6]=1)=[O:4].[Li+].[OH-].Cl. (4) Given the product [I:34][C:35]1[CH:36]=[CH:37][C:38]2[NH:44][C:43]3[N:45]=[C:46]([C:49]([F:52])([F:50])[F:51])[CH:47]=[CH:48][C:42]=3[CH2:41][N:40]([S:65]([C:62]3[CH:61]=[CH:60][C:59]([C:56]4([C:55]([F:54])([F:69])[F:70])[CH2:58][CH2:57]4)=[CH:64][CH:63]=3)(=[O:67])=[O:66])[C:39]=2[CH:53]=1, predict the reactants needed to synthesize it. The reactants are: BrC1C=CC2NC3N=C(C(F)(F)F)C=CC=3CN(S(C3C=CC(C(C)(C)C)=CC=3)(=O)=O)C=2C=1.[I:34][C:35]1[CH:36]=[CH:37][C:38]2[NH:44][C:43]3[N:45]=[C:46]([C:49]([F:52])([F:51])[F:50])[CH:47]=[CH:48][C:42]=3[CH2:41][NH:40][C:39]=2[CH:53]=1.[F:54][C:55]([F:70])([F:69])[C:56]1([C:59]2[CH:64]=[CH:63][C:62]([S:65](Cl)(=[O:67])=[O:66])=[CH:61][CH:60]=2)[CH2:58][CH2:57]1.BrC1C=CC2NC3N=C(C(F)(F)F)C=CC=3CNC=2C=1.C(C1C=CC(S(Cl)(=O)=O)=CC=1)(C)(C)C. (5) Given the product [CH2:1]([O:17][CH2:18][CH:19]([CH2:29][OH:30])[O:20][CH2:21][CH2:22][CH2:23][CH2:24][CH:25]=[O:28])[CH2:2][CH2:3][CH2:4][CH2:5][CH2:6][CH2:7][CH2:8][CH2:9][CH2:10][CH2:11][CH2:12][CH2:13][CH2:14][CH2:15][CH3:16], predict the reactants needed to synthesize it. The reactants are: [CH2:1]([O:17][CH2:18][CH:19]([CH2:29][OH:30])[O:20][CH2:21][CH2:22][CH2:23][CH2:24][CH:25]([OH:28])CO)[CH2:2][CH2:3][CH2:4][CH2:5][CH2:6][CH2:7][CH2:8][CH2:9][CH2:10][CH2:11][CH2:12][CH2:13][CH2:14][CH2:15][CH3:16].C(O)(=O)C. (6) Given the product [F:30][C:31]([F:44])([F:43])[S:32]([O-:35])(=[O:34])=[O:33].[C:9]1([S+:7]([C:1]2[CH:2]=[CH:3][CH:4]=[CH:5][CH:6]=2)[C:16]2[CH:17]=[CH:18][C:19]3[O:20][C:21]4[C:26](=[CH:25][CH:24]=[CH:23][CH:22]=4)[C:27](=[O:29])[C:28]=3[CH:15]=2)[CH:10]=[CH:11][CH:12]=[CH:13][CH:14]=1, predict the reactants needed to synthesize it. The reactants are: [C:1]1([S:7]([C:9]2[CH:14]=[CH:13][CH:12]=[CH:11][CH:10]=2)=O)[CH:6]=[CH:5][CH:4]=[CH:3][CH:2]=1.[CH:15]1[C:28]2[C:27](=[O:29])[C:26]3[C:21](=[CH:22][CH:23]=[CH:24][CH:25]=3)[O:20][C:19]=2[CH:18]=[CH:17][CH:16]=1.[F:30][C:31]([F:44])([F:43])[S:32]([O:35]S(C(F)(F)F)(=O)=O)(=[O:34])=[O:33].